This data is from Human liver microsome stability data. The task is: Regression/Classification. Given a drug SMILES string, predict its absorption, distribution, metabolism, or excretion properties. Task type varies by dataset: regression for continuous measurements (e.g., permeability, clearance, half-life) or binary classification for categorical outcomes (e.g., BBB penetration, CYP inhibition). Dataset: hlm. (1) The molecule is CC(=O)Nc1ccc(-c2ccc(CNCCCNc3ccnc4cc(Cl)ccc34)s2)cc1. The result is 1 (stable in human liver microsomes). (2) The compound is COc1cnc(-c2ccncn2)c2[nH]cc(C(=O)C(=O)N3CCN(C(=O)c4ccccc4)CC3)c12. The result is 1 (stable in human liver microsomes). (3) The compound is CCOc1nc(NC(=O)C(C)(C)NC(=O)c2ccc3c(C4CCCC4)c(-c4ccc(F)cn4)n(C)c3c2)ccc1C=CC(=O)O. The result is 0 (unstable in human liver microsomes). (4) The compound is COc1cnc(-c2nccs2)c2[nH]cc(C(=O)C(=O)N3CCN(C(=O)c4ccccc4)CC3)c12. The result is 1 (stable in human liver microsomes). (5) The molecule is c1ccc(C(Cc2ccccc2OCC2CC2)N2CCNCC2)cc1. The result is 0 (unstable in human liver microsomes). (6) The molecule is CCc1ccncc1-c1ccc(CN)s1. The result is 0 (unstable in human liver microsomes). (7) The result is 0 (unstable in human liver microsomes). The molecule is COc1ccc(-c2cc(-c3ccc4cnn(C)c4c3)cnc2N)cn1. (8) The compound is Clc1cccc(CN(Cc2ccccn2)[C@H]2CCNC2)c1Cl. The result is 0 (unstable in human liver microsomes).